This data is from Reaction yield outcomes from USPTO patents with 853,638 reactions. The task is: Predict the reaction yield, written as a fraction of the theoretical maximum amount of product (1.0 means a 100% yield; for example, 0.34 means a 34% yield). (1) The reactants are [C:1]([NH:5][S:6]([C:9]1([CH3:12])[CH2:11][CH2:10]1)(=[O:8])=[O:7])([CH3:4])([CH3:3])[CH3:2].C(Br)[C:14]1[CH:19]=[CH:18][CH:17]=[CH:16][CH:15]=1.C(OCC)(=O)C. The catalyst is CCCCCC. The product is [C:1]([NH:5][S:6]([C:9]1([CH2:12][C:14]2[CH:19]=[CH:18][CH:17]=[CH:16][CH:15]=2)[CH2:11][CH2:10]1)(=[O:8])=[O:7])([CH3:4])([CH3:2])[CH3:3]. The yield is 0.600. (2) The reactants are [NH2:1][C:2]1[C:7]([C:8]([C:10]2[CH:15]=[C:14]([F:16])[CH:13]=[CH:12][C:11]=2[O:17][CH3:18])=[O:9])=[CH:6][N:5]=[C:4]([NH:19][CH:20]2[CH2:25][CH2:24][N:23]([S:26]([CH2:29][CH2:30][CH2:31]Cl)(=[O:28])=[O:27])[CH2:22][CH2:21]2)[N:3]=1.[I-].[K+].[NH3:35].C(N(C(C)C)CC)(C)C.[CH3:45][S:46](Cl)(=[O:48])=[O:47]. No catalyst specified. The product is [NH2:1][C:2]1[C:7]([C:8](=[O:9])[C:10]2[CH:15]=[C:14]([F:16])[CH:13]=[CH:12][C:11]=2[O:17][CH3:18])=[CH:6][N:5]=[C:4]([NH:19][CH:20]2[CH2:25][CH2:24][N:23]([S:26]([CH2:29][CH2:30][CH2:31][NH:35][S:46]([CH3:45])(=[O:48])=[O:47])(=[O:28])=[O:27])[CH2:22][CH2:21]2)[N:3]=1. The yield is 0.260.